The task is: Predict which catalyst facilitates the given reaction.. This data is from Catalyst prediction with 721,799 reactions and 888 catalyst types from USPTO. (1) Reactant: [C:1]1([C:3](=[CH:5][CH:6]=[CH:7][CH:8]=1)[OH:4])[OH:2].[OH-].[K+].[CH3:11][CH:12]([CH3:16])[CH2:13][CH2:14]Br. Product: [CH3:11][CH:12]([CH3:16])[CH2:13][CH2:14][O:2][C:1]1[CH:8]=[CH:7][CH:6]=[CH:5][C:3]=1[O:4][CH2:14][CH2:13][CH:12]([CH3:16])[CH3:11]. The catalyst class is: 8. (2) Reactant: [OH-].[K+].[CH2:3]([NH:5][C:6]1[C:11]([CH:12]=O)=[C:10]([CH3:14])[N:9]=[C:8]([S:15][CH3:16])[N:7]=1)[CH3:4].C(N1[C:24]2[N:25]=[C:26]([NH:30][CH2:31]C)[N:27]=[C:28](C)[C:23]=2C=C(C2N(C(OC(C)(C)C)=O)C=CC=2)C1=O)C.N1C(CC#N)=CN=C1. Product: [CH2:3]([N:5]1[C:6]2[N:7]=[C:8]([S:15][CH3:16])[N:9]=[C:10]([CH3:14])[C:11]=2[CH:12]=[C:23]([C:24]2[NH:25][CH:26]=[N:30][CH:31]=2)[C:28]1=[NH:27])[CH3:4]. The catalyst class is: 8. (3) Product: [C:46]1([O:1][CH2:2][CH2:3][CH2:4][C:5]2[C:13]3[C:8](=[CH:9][CH:10]=[CH:11][CH:12]=3)[NH:7][C:6]=2[C:14]([O:16][CH2:17][CH3:18])=[O:15])[C:47]2[C:42](=[CH:41][CH:40]=[CH:39][CH:38]=2)[CH:43]=[CH:44][CH:45]=1. The catalyst class is: 1. Reactant: [OH:1][CH2:2][CH2:3][CH2:4][C:5]1[C:13]2[C:8](=[CH:9][CH:10]=[CH:11][CH:12]=2)[NH:7][C:6]=1[C:14]([O:16][CH2:17][CH3:18])=[O:15].C1C=CC(P(C2C=CC=CC=2)C2C=CC=CC=2)=CC=1.[C:38]1(O)[C:47]2[C:42](=[CH:43][CH:44]=[CH:45][CH:46]=2)[CH:41]=[CH:40][CH:39]=1. (4) Reactant: [F:1][C:2]([F:8])([F:7])[CH2:3][CH2:4][CH2:5][OH:6].C(N(CC)CC)C.[CH3:16][S:17](Cl)(=[O:19])=[O:18]. Product: [CH3:16][S:17]([O:6][CH2:5][CH2:4][CH2:3][C:2]([F:8])([F:7])[F:1])(=[O:19])=[O:18]. The catalyst class is: 1. (5) Reactant: [N:1]1[N:2]=[C:3]([C:10]2[CH:19]=[CH:18][C:17]3[C:12](=[C:13]([O:20][CH:21]([CH2:34][CH3:35])[C@@H:22]([CH2:32][CH3:33])[CH2:23][NH:24]C(=O)OC(C)(C)C)[CH:14]=[CH:15][CH:16]=3)[N:11]=2)[N:4]2[CH:9]=[CH:8][CH:7]=[CH:6][C:5]=12.C(O)(C(F)(F)F)=O. Product: [N:1]1[N:2]=[C:3]([C:10]2[CH:19]=[CH:18][C:17]3[C:12](=[C:13]([O:20][CH:21]([CH2:34][CH3:35])[C@@H:22]([CH2:32][CH3:33])[CH2:23][NH2:24])[CH:14]=[CH:15][CH:16]=3)[N:11]=2)[N:4]2[CH:9]=[CH:8][CH:7]=[CH:6][C:5]=12. The catalyst class is: 2. (6) Reactant: [N:1]1([C:7]2[CH:12]=[CH:11][C:10]([C:13]3[CH:18]=[CH:17][C:16]([N+:19]([O-])=O)=[C:15]([NH2:22])[CH:14]=3)=[CH:9][CH:8]=2)[CH2:6][CH2:5][O:4][CH2:3][CH2:2]1. Product: [N:1]1([C:7]2[CH:8]=[CH:9][C:10]([C:13]3[CH:18]=[CH:17][C:16]([NH2:19])=[C:15]([NH2:22])[CH:14]=3)=[CH:11][CH:12]=2)[CH2:6][CH2:5][O:4][CH2:3][CH2:2]1. The catalyst class is: 696. (7) Reactant: Cl[C:2]1[C:3]2[C:10]([CH2:11][CH3:12])=[CH:9][NH:8][C:4]=2[N:5]=[CH:6][N:7]=1.[NH2:13][C@:14]1([CH2:19][NH:20][C:21]2[CH:25]=[C:24]([CH3:26])[O:23][N:22]=2)[CH2:18][CH2:17][NH:16][CH2:15]1. Product: [NH2:13][C@:14]1([CH2:19][NH:20][C:21]2[CH:25]=[C:24]([CH3:26])[O:23][N:22]=2)[CH2:18][CH2:17][N:16]([C:2]2[C:3]3[C:10]([CH2:11][CH3:12])=[CH:9][NH:8][C:4]=3[N:5]=[CH:6][N:7]=2)[CH2:15]1. The catalyst class is: 41.